The task is: Predict the product of the given reaction.. This data is from Forward reaction prediction with 1.9M reactions from USPTO patents (1976-2016). The product is: [CH2:2]([C:6]1[C:14]2[O:13][CH2:12][CH:11]([C:15]3[CH:20]=[CH:19][C:18]([CH:21]([CH3:23])[CH3:22])=[CH:17][CH:16]=3)[C:10]=2[C:9]([CH3:24])=[C:8]([NH:25][C:26](=[O:32])[CH2:27][C:28]([CH3:29])([CH3:31])[CH3:30])[C:7]=1[CH3:33])[CH2:3][CH2:4][CH3:5]. Given the reactants O[CH:2]([C:6]1[C:14]2[O:13][CH2:12][CH:11]([C:15]3[CH:20]=[CH:19][C:18]([CH:21]([CH3:23])[CH3:22])=[CH:17][CH:16]=3)[C:10]=2[C:9]([CH3:24])=[C:8]([NH:25][C:26](=[O:32])[CH2:27][C:28]([CH3:31])([CH3:30])[CH3:29])[C:7]=1[CH3:33])[CH2:3][CH2:4][CH3:5], predict the reaction product.